From a dataset of Forward reaction prediction with 1.9M reactions from USPTO patents (1976-2016). Predict the product of the given reaction. (1) The product is: [S:1]1[C:9]2[CH:8]=[CH:7][N:6]=[CH:5][C:4]=2[CH:3]=[C:2]1[CH:10]([OH:12])[CH3:11]. Given the reactants [S:1]1[C:9]2[CH:8]=[CH:7][N:6]=[CH:5][C:4]=2[CH:3]=[C:2]1[C:10](=[O:12])[CH3:11].[H-].[H-].[H-].[H-].[Li+].[Al+3], predict the reaction product. (2) Given the reactants Br[C:2]1[CH:7]=[CH:6][C:5]([C:8]2[C:12]([C:13]3[CH:18]=[CH:17][C:16]([S:19]([CH3:22])(=[O:21])=[O:20])=[C:15]([F:23])[CH:14]=3)=[C:11]([CH3:24])[O:10][N:9]=2)=[CH:4][CH:3]=1.C([Sn](CCCC)(CCCC)[C:30]1[N:31]=[CH:32][S:33][CH:34]=1)CCC, predict the reaction product. The product is: [F:23][C:15]1[CH:14]=[C:13]([C:12]2[C:8]([C:5]3[CH:6]=[CH:7][C:2]([C:30]4[N:31]=[CH:32][S:33][CH:34]=4)=[CH:3][CH:4]=3)=[N:9][O:10][C:11]=2[CH3:24])[CH:18]=[CH:17][C:16]=1[S:19]([CH3:22])(=[O:21])=[O:20]. (3) Given the reactants [CH2:1]([NH:8][C:9]1[CH:10]=[CH:11][C:12]([OH:19])=[C:13]([CH:18]=1)[C:14]([O:16][CH3:17])=[O:15])[C:2]1[CH:7]=[CH:6][CH:5]=[CH:4][CH:3]=1.[O:20]([C:27]1[CH:35]=[CH:34][C:30]([C:31](Cl)=[O:32])=[CH:29][CH:28]=1)[C:21]1[CH:26]=[CH:25][CH:24]=[CH:23][CH:22]=1, predict the reaction product. The product is: [CH2:1]([N:8]([C:9]1[CH:10]=[CH:11][C:12]([OH:19])=[C:13]([CH:18]=1)[C:14]([O:16][CH3:17])=[O:15])[C:31](=[O:32])[C:30]1[CH:29]=[CH:28][C:27]([O:20][C:21]2[CH:26]=[CH:25][CH:24]=[CH:23][CH:22]=2)=[CH:35][CH:34]=1)[C:2]1[CH:3]=[CH:4][CH:5]=[CH:6][CH:7]=1. (4) Given the reactants [NH:1]1[C:10]2[C:5](=[CH:6][CH:7]=[CH:8][CH:9]=2)[CH2:4][CH2:3][CH2:2]1.[Br:11][CH2:12][CH2:13][CH2:14]Br.C([O-])([O-])=O.[Na+].[Na+], predict the reaction product. The product is: [N:1]1([CH2:14][CH2:13][CH2:12][Br:11])[C:10]2[C:5](=[CH:6][CH:7]=[CH:8][CH:9]=2)[CH2:4][CH2:3][CH2:2]1. (5) Given the reactants [F:1][CH2:2][C@H:3]([C:5]1[CH:10]=[CH:9][CH:8]=[CH:7][CH:6]=1)[CH3:4].[Cl:11][S:12](O)(=[O:14])=[O:13], predict the reaction product. The product is: [F:1][CH2:2][C@H:3]([C:5]1[CH:10]=[CH:9][C:8]([S:12]([Cl:11])(=[O:14])=[O:13])=[CH:7][CH:6]=1)[CH3:4]. (6) Given the reactants [I:1][C:2]1[CH:10]=[CH:9][C:5]([C:6](Cl)=[O:7])=[CH:4][CH:3]=1.[CH3:11][O:12][C:13]1[CH:14]=[C:15]([C:19]2([OH:25])[CH2:24][CH2:23][CH2:22][NH:21][CH2:20]2)[CH:16]=[CH:17][CH:18]=1, predict the reaction product. The product is: [OH:25][C:19]1([C:15]2[CH:16]=[CH:17][CH:18]=[C:13]([O:12][CH3:11])[CH:14]=2)[CH2:24][CH2:23][CH2:22][N:21]([C:6]([C:5]2[CH:9]=[CH:10][C:2]([I:1])=[CH:3][CH:4]=2)=[O:7])[CH2:20]1.